This data is from Catalyst prediction with 721,799 reactions and 888 catalyst types from USPTO. The task is: Predict which catalyst facilitates the given reaction. (1) Reactant: [F:1][C:2]1[C:3]([N:9]2[CH:13]=[CH:12][C:11]([NH2:14])=[N:10]2)=[N:4][CH:5]=[C:6]([F:8])[CH:7]=1.C(N(CC)CC)C.[F:22][C:23]1[CH:31]=[CH:30][CH:29]=[C:28]([F:32])[C:24]=1[C:25](Cl)=[O:26]. Product: [F:1][C:2]1[C:3]([N:9]2[CH:13]=[CH:12][C:11]([NH:14][C:25](=[O:26])[C:24]3[C:23]([F:22])=[CH:31][CH:30]=[CH:29][C:28]=3[F:32])=[N:10]2)=[N:4][CH:5]=[C:6]([F:8])[CH:7]=1. The catalyst class is: 4. (2) Reactant: [OH:1][C:2]1[CH:7]=[CH:6][C:5]([C:8]2[C:9]([CH2:21][NH:22][C:23]3[CH:28]=[CH:27][CH:26]=[CH:25][C:24]=3[O:29][CH3:30])=[C:10]3[C:15](=[CH:16][CH:17]=2)[NH:14][C:13]([CH3:19])([CH3:18])[CH:12]=[C:11]3[CH3:20])=[C:4]([O:31][CH3:32])[CH:3]=1.C(=O)([O-])O.[Na+].[CH:38]1[C:50]2[CH:49]([CH2:51][O:52][C:53](Cl)=[O:54])[C:48]3[C:43](=[CH:44][CH:45]=[CH:46][CH:47]=3)[C:42]=2[CH:41]=[CH:40][CH:39]=1. Product: [OH:1][C:2]1[CH:7]=[CH:6][C:5]([C:8]2[C:9]([CH2:21][N:22]([C:23]3[CH:28]=[CH:27][CH:26]=[CH:25][C:24]=3[O:29][CH3:30])[C:53]([O:52][CH2:51][CH:49]3[C:48]4[CH:47]=[CH:46][CH:45]=[CH:44][C:43]=4[C:42]4[C:50]3=[CH:38][CH:39]=[CH:40][CH:41]=4)=[O:54])=[C:10]3[C:15](=[CH:16][CH:17]=2)[NH:14][C:13]([CH3:19])([CH3:18])[CH:12]=[C:11]3[CH3:20])=[C:4]([O:31][CH3:32])[CH:3]=1. The catalyst class is: 708. (3) Reactant: Cl.[NH2:2][CH2:3][CH2:4][C:5]1[C:13]2[C:8](=[CH:9][CH:10]=[CH:11][CH:12]=2)[NH:7][CH:6]=1.Br[CH2:15][C:16](=O)[C:17]([O:19][CH2:20][CH3:21])=[O:18].C. Product: [CH2:4]1[C:5]2[C:13]3[CH:12]=[CH:11][CH:10]=[CH:9][C:8]=3[NH:7][C:6]=2[C:16]([C:17]([O:19][CH2:20][CH3:21])=[O:18])=[CH:15][NH:2][CH2:3]1. The catalyst class is: 8.